This data is from Forward reaction prediction with 1.9M reactions from USPTO patents (1976-2016). The task is: Predict the product of the given reaction. (1) Given the reactants [F:1][C:2]([F:42])([F:41])[C:3]1[N:7]2[N:8]=[C:9]([N:12]3[CH2:17][CH2:16][CH:15]([C:18]4[CH:40]=[CH:39][C:21]([O:22][CH2:23][CH2:24][CH2:25][N:26]5[CH2:31][CH2:30][N:29]([C:32]([O:34][C:35]([CH3:38])([CH3:37])[CH3:36])=[O:33])[CH2:28][CH2:27]5)=[CH:20][CH:19]=4)[CH2:14][CH2:13]3)[CH:10]=[CH:11][C:6]2=[N:5][N:4]=1.C([O-])=O.[NH4+], predict the reaction product. The product is: [F:42][C:2]([F:1])([F:41])[C:3]1[N:7]2[N:8]=[C:9]([N:12]3[CH2:13][CH2:14][CH:15]([C:18]4[CH:19]=[CH:20][C:21]([O:22][CH2:23][CH2:24][CH2:25][N:26]5[CH2:31][CH2:30][N:29]([C:32]([O:34][C:35]([CH3:36])([CH3:37])[CH3:38])=[O:33])[CH2:28][CH2:27]5)=[CH:39][CH:40]=4)[CH2:16][CH2:17]3)[CH2:10][CH2:11][C:6]2=[N:5][N:4]=1. (2) Given the reactants [NH:1]1[CH2:6][CH2:5][O:4][CH2:3][CH2:2]1.[NH2:7][C:8]1[CH:16]=[C:15]([N+:17]([O-:19])=[O:18])[CH:14]=[CH:13][C:9]=1[C:10](O)=[O:11].CN(C(ON1N=NC2C=CC=NC1=2)=[N+](C)C)C.F[P-](F)(F)(F)(F)F, predict the reaction product. The product is: [NH2:7][C:8]1[CH:16]=[C:15]([N+:17]([O-:19])=[O:18])[CH:14]=[CH:13][C:9]=1[C:10]([N:1]1[CH2:6][CH2:5][O:4][CH2:3][CH2:2]1)=[O:11]. (3) Given the reactants N(O[CH2:4][CH2:5][CH2:6][CH3:7])=O.N[C:9]1[CH:17]=[CH:16][CH:15]=[C:14]([N+:18]([O-:20])=[O:19])[C:10]=1[C:11](O)=O.C1CC=CC=1, predict the reaction product. The product is: [N+:18]([C:14]1[CH:15]=[CH:16][CH:17]=[C:9]2[C:10]=1[CH:11]1[CH2:7][CH:6]2[CH:5]=[CH:4]1)([O-:20])=[O:19]. (4) Given the reactants [C:1]([O:5][C:6](=[O:24])[C@@H:7]([NH:18][C:19](=[O:23])[C@@H:20]([NH2:22])[CH3:21])[CH2:8][C:9]1[C:17]2[C:12](=[CH:13][CH:14]=[CH:15][CH:16]=2)[NH:11][CH:10]=1)([CH3:4])([CH3:3])[CH3:2].C(N(CC)C(C)C)(C)C.[CH3:34][N:35]1[C:39]([C:40](O)=[O:41])=[CH:38][CH:37]=[N:36]1.CN(C(ON1N=NC2C=CC=NC1=2)=[N+](C)C)C.F[P-](F)(F)(F)(F)F, predict the reaction product. The product is: [C:1]([O:5][C:6](=[O:24])[C@@H:7]([NH:18][C:19](=[O:23])[C@@H:20]([NH:22][C:40]([C:39]1[N:35]([CH3:34])[N:36]=[CH:37][CH:38]=1)=[O:41])[CH3:21])[CH2:8][C:9]1[C:17]2[C:12](=[CH:13][CH:14]=[CH:15][CH:16]=2)[NH:11][CH:10]=1)([CH3:2])([CH3:3])[CH3:4].